This data is from Catalyst prediction with 721,799 reactions and 888 catalyst types from USPTO. The task is: Predict which catalyst facilitates the given reaction. (1) Reactant: [NH2:1][C:2]1[C:11]2[N:10]=[CH:9][C:8]([CH2:12][CH2:13][C:14]3[CH:19]=[CH:18][C:17]([C:20](=O)[CH3:21])=[CH:16][CH:15]=3)=[CH:7][C:6]=2[C:5]2[CH:23]=[CH:24][C:25]([CH3:27])=[CH:26][C:4]=2[N:3]=1.[NH:28]1[CH2:32][CH2:31][CH:30]([OH:33])[CH2:29]1.C(O)(C(F)(F)F)=O. Product: [NH2:1][C:2]1[C:11]2[N:10]=[CH:9][C:8]([CH2:12][CH2:13][C:14]3[CH:19]=[CH:18][C:17]([CH:20]([N:28]4[CH2:32][CH2:31][CH:30]([OH:33])[CH2:29]4)[CH3:21])=[CH:16][CH:15]=3)=[CH:7][C:6]=2[C:5]2[CH:23]=[CH:24][C:25]([CH3:27])=[CH:26][C:4]=2[N:3]=1. The catalyst class is: 15. (2) Reactant: [N:1]1([CH2:6][CH2:7][NH2:8])[CH:5]=[CH:4][CH:3]=[N:2]1.F[C:10]1[CH:15]=[CH:14][C:13]([N+:16]([O-:18])=[O:17])=[CH:12][CH:11]=1.C(N(CC)CC)C. Product: [N+:16]([C:13]1[CH:14]=[CH:15][C:10]([NH:8][CH2:7][CH2:6][N:1]2[CH:5]=[CH:4][CH:3]=[N:2]2)=[CH:11][CH:12]=1)([O-:18])=[O:17]. The catalyst class is: 6. (3) Reactant: [CH3:1][C:2]1[C:10]2[CH2:9][O:8][C:7](=[O:11])[C:6]=2[CH:5]=[CH:4][C:3]=1[CH:12]1[CH2:14][O:13]1.[C:15]1([CH2:21][N:22]2[CH:27]3[CH2:28][CH2:29][CH:23]2[CH2:24][NH:25][CH2:26]3)[CH:20]=[CH:19][CH:18]=[CH:17][CH:16]=1. Product: [OH:13][CH:12]([C:3]1[CH:4]=[CH:5][C:6]2[C:7](=[O:11])[O:8][CH2:9][C:10]=2[C:2]=1[CH3:1])[CH2:14][N:25]1[CH2:26][CH:27]2[N:22]([CH2:21][C:15]3[CH:20]=[CH:19][CH:18]=[CH:17][CH:16]=3)[CH:23]([CH2:29][CH2:28]2)[CH2:24]1. The catalyst class is: 58. (4) Reactant: [Br:1][C:2]1[CH:3]=[N:4][CH:5]=[C:6]2[C:11]=1[N:10]=[C:9]([C:12]([OH:14])=O)[CH:8]=[CH:7]2.[CH3:15][N:16]1CC[O:19][CH2:18][CH2:17]1.F[B-](F)(F)F.N1(OC(=[N+](C)C)N(C)C)C2C=CC=CC=2N=N1.CNCCO.C(=O)([O-])[O-].[Na+].[Na+].[Cl-].[Na+]. Product: [OH:19][CH2:18][CH2:17][N:16]([CH3:15])[C:12]([C:9]1[CH:8]=[CH:7][C:6]2[C:11](=[C:2]([Br:1])[CH:3]=[N:4][CH:5]=2)[N:10]=1)=[O:14]. The catalyst class is: 35. (5) Reactant: [N:1]1([C:6]2[CH:11]=[CH:10][C:9]([C:12]34[CH2:21][CH:16]5[CH2:17][C:18]([NH2:20])([CH2:19]3)[CH:14]([CH2:15]5)[CH2:13]4)=[CH:8][CH:7]=2)[CH:5]=[CH:4][CH:3]=[CH:2]1.C([O-])([O-])=O.[K+].[K+].Cl[CH2:29][C:30]([N:32]1[CH2:36][CH2:35][CH2:34][C@H:33]1[C:37]#[N:38])=[O:31]. Product: [N:1]1([C:6]2[CH:7]=[CH:8][C:9]([C:12]34[CH2:21][CH:16]5[CH2:17][C:18]([NH:20][CH2:29][C:30]([N:32]6[CH2:36][CH2:35][CH2:34][C@H:33]6[C:37]#[N:38])=[O:31])([CH2:19]3)[CH:14]([CH2:15]5)[CH2:13]4)=[CH:10][CH:11]=2)[CH:5]=[CH:4][CH:3]=[CH:2]1. The catalyst class is: 197. (6) The catalyst class is: 357. Reactant: Cl.NO.C([N:7](C(C)C)CC)(C)C.[Br:13][C:14]1[N:19]=[C:18]([NH:20][C:21]([NH:23]C(OCC)=O)=S)[CH:17]=[C:16]([CH3:29])[CH:15]=1. Product: [Br:13][C:14]1[N:19]2[N:7]=[C:21]([NH2:23])[N:20]=[C:18]2[CH:17]=[C:16]([CH3:29])[CH:15]=1.